From a dataset of Reaction yield outcomes from USPTO patents with 853,638 reactions. Predict the reaction yield, written as a fraction of the theoretical maximum amount of product (1.0 means a 100% yield; for example, 0.34 means a 34% yield). The reactants are [F:1][C:2]1[C:3]([NH:16][C:17]2[CH:22]=[CH:21][C:20]([I:23])=[CH:19][C:18]=2[F:24])=[C:4]([C:9]([N:11]2[CH2:14][CH:13]([NH2:15])[CH2:12]2)=[O:10])[CH:5]=[CH:6][C:7]=1[F:8].C1CN([P+](ON2N=NC3C=CC=CC2=3)(N2CCCC2)N2CCCC2)CC1.F[P-](F)(F)(F)(F)F.C(N(CC)C(C)C)(C)C.[Br:67][CH2:68][C:69](O)=[O:70]. The product is [Br:67][CH2:68][C:69]([NH:15][CH:13]1[CH2:14][N:11]([C:9]([C:4]2[CH:5]=[CH:6][C:7]([F:8])=[C:2]([F:1])[C:3]=2[NH:16][C:17]2[CH:22]=[CH:21][C:20]([I:23])=[CH:19][C:18]=2[F:24])=[O:10])[CH2:12]1)=[O:70]. The catalyst is CN(C)C=O. The yield is 0.820.